This data is from Forward reaction prediction with 1.9M reactions from USPTO patents (1976-2016). The task is: Predict the product of the given reaction. Given the reactants [NH2:1][C:2]1[N:7]=[CH:6][C:5]([C:8]2[CH:9]=[N:10][CH:11]=[C:12]([C:14]([O:16][CH3:17])=[O:15])[CH:13]=2)=[C:4]([C:18]2[S:19][CH:20]=[C:21]([C:23]([F:26])([F:25])[F:24])[N:22]=2)[CH:3]=1.[CH2:27]([N:30]=[C:31]=[O:32])[CH2:28][CH3:29], predict the reaction product. The product is: [CH2:27]([NH:30][C:31](=[O:32])[NH:1][C:2]1[N:7]=[CH:6][C:5]([C:8]2[CH:9]=[N:10][CH:11]=[C:12]([C:14]([O:16][CH3:17])=[O:15])[CH:13]=2)=[C:4]([C:18]2[S:19][CH:20]=[C:21]([C:23]([F:26])([F:25])[F:24])[N:22]=2)[CH:3]=1)[CH2:28][CH3:29].